Dataset: Full USPTO retrosynthesis dataset with 1.9M reactions from patents (1976-2016). Task: Predict the reactants needed to synthesize the given product. (1) Given the product [C:1]([NH:5][S:12]([CH3:15])(=[O:14])=[O:13])([CH3:4])([CH3:3])[CH3:2], predict the reactants needed to synthesize it. The reactants are: [C:1]([NH2:5])([CH3:4])([CH3:3])[CH3:2].N1C=CC=CC=1.[S:12](Cl)([CH3:15])(=[O:14])=[O:13].O. (2) Given the product [O:1]1[CH2:5][CH2:4][CH:3]([NH:6][NH:7][C:8]([O:10][C:11]([CH3:14])([CH3:13])[CH3:12])=[O:9])[CH2:2]1, predict the reactants needed to synthesize it. The reactants are: [O:1]1[CH2:5][CH2:4][C:3](=[N:6][NH:7][C:8]([O:10][C:11]([CH3:14])([CH3:13])[CH3:12])=[O:9])[CH2:2]1.C(O)(=O)C.C([BH3-])#N.[Na+].[OH-].[Na+].